This data is from Full USPTO retrosynthesis dataset with 1.9M reactions from patents (1976-2016). The task is: Predict the reactants needed to synthesize the given product. (1) Given the product [Br:2][C:3]1[C:20]([Br:21])=[CH:19][C:6]2[NH:7][C:8]([N:10]3[CH2:11][CH2:12][N:13]([C:25]([O:27][C:28]([CH3:31])([CH3:30])[CH3:29])=[O:26])[CH2:14][CH2:15]3)=[N:9][C:5]=2[C:4]=1[N+:22]([O-:24])=[O:23], predict the reactants needed to synthesize it. The reactants are: Cl.[Br:2][C:3]1[C:20]([Br:21])=[CH:19][C:6]2[N:7](C(C)C)[C:8]([N:10]3[CH2:15][CH2:14][NH:13][CH2:12][CH2:11]3)=[N:9][C:5]=2[C:4]=1[N+:22]([O-:24])=[O:23].[C:25](N1CCNCC1)([O:27][C:28]([CH3:31])([CH3:30])[CH3:29])=[O:26]. (2) Given the product [Br:19][C:20]1[CH:21]=[C:22]([NH:26][C:13](=[O:15])[C:12]2[CH:16]=[CH:17][N:18]=[C:10]([NH:9][C:7]3[CH:6]=[CH:5][CH:4]=[C:3]([C:1]#[N:2])[N:8]=3)[CH:11]=2)[CH:23]=[N:24][CH:25]=1, predict the reactants needed to synthesize it. The reactants are: [C:1]([C:3]1[N:8]=[C:7]([NH:9][C:10]2[CH:11]=[C:12]([CH:16]=[CH:17][N:18]=2)[C:13]([OH:15])=O)[CH:6]=[CH:5][CH:4]=1)#[N:2].[Br:19][C:20]1[CH:21]=[C:22]([NH2:26])[CH:23]=[N:24][CH:25]=1.CCN(C(C)C)C(C)C.CCCP1(OP(CCC)(=O)OP(CCC)(=O)O1)=O.C(=O)(O)[O-].[Na+]. (3) Given the product [NH2:1][C:2]1[O:27][C:26]([C:25]2[CH:30]=[CH:31][CH:32]=[CH:33][C:24]=2[C:15]2[N:16]=[C:17]3[CH:22]=[CH:21][C:20]([F:23])=[CH:19][N:18]3[C:14]=2[NH:13][C:7]2[C:8]([CH3:12])=[CH:9][CH:10]=[CH:11][C:6]=2[CH3:5])=[N:28][N:29]=1, predict the reactants needed to synthesize it. The reactants are: [N:1]#[C:2]Br.Cl.[CH3:5][C:6]1[CH:11]=[CH:10][CH:9]=[C:8]([CH3:12])[C:7]=1[NH:13][C:14]1[N:18]2[CH:19]=[C:20]([F:23])[CH:21]=[CH:22][C:17]2=[N:16][C:15]=1[C:24]1[CH:33]=[CH:32][CH:31]=[CH:30][C:25]=1[C:26]([NH:28][NH2:29])=[O:27].C(=O)([O-])O.[Na+].